Dataset: Full USPTO retrosynthesis dataset with 1.9M reactions from patents (1976-2016). Task: Predict the reactants needed to synthesize the given product. (1) Given the product [Cl:13][CH2:14][C:15]([NH:16][C:2]([CH3:11])([CH3:1])[CH2:3][C:4]1[CH:9]=[CH:8][C:7]([CH3:10])=[CH:6][CH:5]=1)=[O:18], predict the reactants needed to synthesize it. The reactants are: [CH3:1][C:2](O)([CH3:11])[CH2:3][C:4]1[CH:9]=[CH:8][C:7]([CH3:10])=[CH:6][CH:5]=1.[Cl:13][CH2:14][C:15]#[N:16].S(=O)(=O)(O)[OH:18]. (2) Given the product [NH2:1][C:2]1[CH:7]=[CH:6][CH:5]=[CH:4][C:3]=1[NH:8][C:9](=[O:17])[C:10]1[CH:15]=[CH:14][C:13]([C:40]([CH2:41][N:28]2[CH2:27][CH2:26][N:25]([C:22]3[CH:23]=[CH:24][C:19]([Cl:18])=[CH:20][C:21]=3[F:31])[CH2:30][CH2:29]2)=[CH2:39])=[CH:12][CH:11]=1, predict the reactants needed to synthesize it. The reactants are: [NH2:1][C:2]1[CH:7]=[CH:6][CH:5]=[CH:4][C:3]=1[NH:8][C:9](=[O:17])[C:10]1[CH:15]=[CH:14][C:13](I)=[CH:12][CH:11]=1.[Cl:18][C:19]1[CH:24]=[CH:23][C:22]([N:25]2[CH2:30][CH2:29][NH:28][CH2:27][CH2:26]2)=[C:21]([F:31])[CH:20]=1.C(=O)([O-])[O-].[K+].[K+].O1C=[CH:41][CH:40]=[C:39]1P(C1OC=CC=1)C1OC=CC=1.C=C=C. (3) The reactants are: [Cl:1][C:2]1[C:3]([O:12][C:13]2[CH:18]=[C:17]([O:19][CH2:20][C:21]([OH:24])([CH3:23])[CH3:22])[CH:16]=[CH:15][C:14]=2[CH2:25][CH2:26][CH2:27][OH:28])=[N:4][CH:5]=[C:6]([C:8]([F:11])([F:10])[F:9])[CH:7]=1.Cl[S:30]([N:33]=[C:34]=[O:35])(=[O:32])=[O:31].[NH2:36][CH2:37][CH2:38][C:39]1[CH:44]=[CH:43][CH:42]=[CH:41][N:40]=1.Cl. Given the product [N:40]1[CH:41]=[CH:42][CH:43]=[CH:44][C:39]=1[CH2:38][CH2:37][NH:36][S:30]([NH:33][C:34](=[O:35])[O:28][CH2:27][CH2:26][CH2:25][C:14]1[CH:15]=[CH:16][C:17]([O:19][CH2:20][C:21]([OH:24])([CH3:22])[CH3:23])=[CH:18][C:13]=1[O:12][C:3]1[C:2]([Cl:1])=[CH:7][C:6]([C:8]([F:9])([F:11])[F:10])=[CH:5][N:4]=1)(=[O:32])=[O:31], predict the reactants needed to synthesize it. (4) Given the product [CH3:1][O:2][C:3]([C:5]1[S:6][C:7]([CH3:21])=[CH:8][C:9]=1[NH:10][C:11]1[C:12]2[CH:19]=[CH:18][NH:17][C:13]=2[N:14]=[CH:15][N:16]=1)=[O:4], predict the reactants needed to synthesize it. The reactants are: [CH3:1][O:2][C:3]([C:5]1[S:6][CH:7]=[CH:8][C:9]=1[NH:10][C:11]1[C:12]2[CH:19]=[CH:18][NH:17][C:13]=2[N:14]=[CH:15][N:16]=1)=[O:4].N[C:21]1C=C(C)SC=1C(OC)=O. (5) Given the product [NH:16]1[CH2:17][CH:14]([CH:9]([C:4]2[CH:5]=[C:6]([F:8])[CH:7]=[C:2]([F:1])[CH:3]=2)[C:10]([O:12][CH3:13])=[O:11])[CH2:15]1, predict the reactants needed to synthesize it. The reactants are: [F:1][C:2]1[CH:3]=[C:4]([C:9](=[C:14]2[CH2:17][N:16](C(C3C=CC=CC=3)C3C=CC=CC=3)[CH2:15]2)[C:10]([O:12][CH3:13])=[O:11])[CH:5]=[C:6]([F:8])[CH:7]=1.C1(CC2C=CC=CC=2)C=CC=CC=1. (6) Given the product [F:1][C:2]1[CH:3]=[C:4]([CH2:26][CH2:27][NH:28][C:29](=[O:31])[CH3:30])[CH:5]=[CH:6][C:7]=1[C:8]1[S:9][C:10]2[C:15]([N:16]=1)=[CH:14][CH:13]=[C:12]([C:17]1([C:20]3[CH:21]=[CH:22][CH:23]=[CH:24][CH:25]=3)[CH2:18][CH2:19]1)[N:11]=2, predict the reactants needed to synthesize it. The reactants are: [F:1][C:2]1[CH:3]=[C:4]([CH2:26][CH2:27][NH2:28])[CH:5]=[CH:6][C:7]=1[C:8]1[S:9][C:10]2[C:15]([N:16]=1)=[CH:14][CH:13]=[C:12]([C:17]1([C:20]3[CH:25]=[CH:24][CH:23]=[CH:22][CH:21]=3)[CH2:19][CH2:18]1)[N:11]=2.[C:29](Cl)(=[O:31])[CH3:30]. (7) Given the product [CH3:20][O:19][C:13]1[CH:12]=[C:11]([C:9]2[N:10]=[C:5]3[C:4]([CH3:23])=[CH:3][C:2]([N:31]4[CH2:32][CH2:33][C:28]5([O:27][CH2:26][CH2:25][O:24]5)[CH2:29][CH2:30]4)=[CH:22][N:6]3[C:7](=[O:21])[CH:8]=2)[CH:16]=[CH:15][C:14]=1[O:17][CH3:18], predict the reactants needed to synthesize it. The reactants are: Br[C:2]1[CH:3]=[C:4]([CH3:23])[C:5]2[N:6]([CH:22]=1)[C:7](=[O:21])[CH:8]=[C:9]([C:11]1[CH:16]=[CH:15][C:14]([O:17][CH3:18])=[C:13]([O:19][CH3:20])[CH:12]=1)[N:10]=2.[O:24]1[C:28]2([CH2:33][CH2:32][NH:31][CH2:30][CH2:29]2)[O:27][CH2:26][CH2:25]1.COC1C=CC=C(OC)C=1C1C=CC=CC=1P(C1CCCCC1)C1CCCCC1.C([O-])([O-])=O.[Cs+].[Cs+]. (8) Given the product [C:1]([C:4]1[C:17]2[C:8](=[C:9]3[CH2:20][CH2:19][CH2:18][N:11]4[CH2:12][CH2:13][CH2:14][C:15]([CH:16]=2)=[C:10]34)[O:7][C:6](=[O:21])[C:5]=1[C:23]1[CH:28]=[CH:27][CH:26]=[CH:25][CH:24]=1)(=[O:3])[CH3:2], predict the reactants needed to synthesize it. The reactants are: [C:1]([C:4]1[C:17]2[C:8](=[C:9]3[CH2:20][CH2:19][CH2:18][N:11]4[CH2:12][CH2:13][CH2:14][C:15]([CH:16]=2)=[C:10]34)[O:7][C:6](=[O:21])[C:5]=1Br)(=[O:3])[CH3:2].[C:23]1(B(O)O)[CH:28]=[CH:27][CH:26]=[CH:25][CH:24]=1.C([O-])([O-])=O.[Na+].[Na+].CN(C=O)C. (9) Given the product [CH2:8]([O:7][C:1](=[O:6])[CH:2]=[C:3]([NH:16][CH3:15])[CH3:5])[C:9]1[CH:14]=[CH:13][CH:12]=[CH:11][CH:10]=1, predict the reactants needed to synthesize it. The reactants are: [C:1]([O:7][CH2:8][C:9]1[CH:14]=[CH:13][CH:12]=[CH:11][CH:10]=1)(=[O:6])[CH2:2][C:3]([CH3:5])=O.[CH3:15][NH2:16].